Binary Classification. Given a drug SMILES string, predict its activity (active/inactive) in a high-throughput screening assay against a specified biological target. From a dataset of Kir2.1 potassium channel HTS with 301,493 compounds. (1) The drug is Clc1c(CNC(=O)COC(=O)c2ncccc2)cccc1. The result is 0 (inactive). (2) The molecule is Brc1ccc(C23SCC(N2C(=O)CC3)C(O)=O)cc1. The result is 0 (inactive).